From a dataset of CYP2C9 inhibition data for predicting drug metabolism from PubChem BioAssay. Regression/Classification. Given a drug SMILES string, predict its absorption, distribution, metabolism, or excretion properties. Task type varies by dataset: regression for continuous measurements (e.g., permeability, clearance, half-life) or binary classification for categorical outcomes (e.g., BBB penetration, CYP inhibition). Dataset: cyp2c9_veith. The molecule is Cc1noc(C)c1C(=O)OCC(=O)NC(c1ccccc1)c1ccccc1. The result is 1 (inhibitor).